From a dataset of Forward reaction prediction with 1.9M reactions from USPTO patents (1976-2016). Predict the product of the given reaction. (1) Given the reactants [NH2:1][N:2]1[N:11]=[C:10]([N:12]2[CH2:17][CH2:16][O:15][CH2:14][CH2:13]2)[C:9]2[C:4](=[CH:5][CH:6]=[CH:7][CH:8]=2)[C:3]1=[O:18].[CH2:19]([O:26][C:27]1[CH:32]=[CH:31][C:30]([CH2:33][C:34](O)=[O:35])=[CH:29][CH:28]=1)[C:20]1[CH:25]=[CH:24][CH:23]=[CH:22][CH:21]=1, predict the reaction product. The product is: [CH2:19]([O:26][C:27]1[CH:28]=[CH:29][C:30]([CH2:33][C:34]([NH:1][N:2]2[N:11]=[C:10]([N:12]3[CH2:17][CH2:16][O:15][CH2:14][CH2:13]3)[C:9]3[C:4](=[CH:5][CH:6]=[CH:7][CH:8]=3)[C:3]2=[O:18])=[O:35])=[CH:31][CH:32]=1)[C:20]1[CH:21]=[CH:22][CH:23]=[CH:24][CH:25]=1. (2) Given the reactants [F:1][C:2]1[CH:18]=[CH:17][C:5]([O:6][C:7]2[CH:14]=[CH:13][C:12]([CH2:15][OH:16])=[CH:11][C:8]=2[C:9]#[N:10])=[CH:4][CH:3]=1.Cl[C:20]1[CH:31]=[C:24]2[N:25]([CH3:30])[C@H:26]([CH3:29])[CH2:27][CH2:28][N:23]2[C:22](=[O:32])[N:21]=1, predict the reaction product. The product is: [CH3:30][N:25]1[C@H:26]([CH3:29])[CH2:27][CH2:28][N:23]2[C:22](=[O:32])[N:21]=[C:20]([O:16][CH2:15][C:12]3[CH:13]=[CH:14][C:7]([O:6][C:5]4[CH:17]=[CH:18][C:2]([F:1])=[CH:3][CH:4]=4)=[C:8]([CH:11]=3)[C:9]#[N:10])[CH:31]=[C:24]12. (3) Given the reactants ClC1C=CC=C2C=1NC([B:11]1[O:15][C:14]([CH3:17])([CH3:16])[C:13]([CH3:19])([CH3:18])[O:12]1)=C2.[CH3:20][O:21][C:22]1[CH:30]=[CH:29][C:28]([O:31][CH3:32])=[C:27]2[C:23]=1[CH:24]=[CH:25][NH:26]2, predict the reaction product. The product is: [CH3:20][O:21][C:22]1[CH:30]=[CH:29][C:28]([O:31][CH3:32])=[C:27]2[C:23]=1[CH:24]=[C:25]([B:11]1[O:15][C:14]([CH3:17])([CH3:16])[C:13]([CH3:19])([CH3:18])[O:12]1)[NH:26]2. (4) Given the reactants C(OC([NH:8][C:9]1[CH:10]=[C:11]([C:15]2[CH:24]=[C:23]3[C:18]([CH2:19][CH2:20][CH:21]([C:25]([O:27][CH3:28])=[O:26])[CH2:22]3)=[CH:17][CH:16]=2)[CH:12]=[CH:13][CH:14]=1)=O)(C)(C)C.[ClH:29].O1CCOCC1, predict the reaction product. The product is: [NH2:8][C:9]1[CH:10]=[C:11]([C:15]2[CH:24]=[C:23]3[C:18]([CH2:19][CH2:20][CH:21]([C:25]([O:27][CH3:28])=[O:26])[CH2:22]3)=[CH:17][CH:16]=2)[CH:12]=[CH:13][CH:14]=1.[ClH:29].